From a dataset of Reaction yield outcomes from USPTO patents with 853,638 reactions. Predict the reaction yield, written as a fraction of the theoretical maximum amount of product (1.0 means a 100% yield; for example, 0.34 means a 34% yield). (1) The reactants are Br[C:2]1[CH:3]=[C:4]([CH:7]=[C:8]([CH2:10][CH2:11][C:12]2[CH:17]=[C:16]([CH3:18])[CH:15]=[C:14]([N:19]3[C:23]([CH3:24])=[CH:22][CH:21]=[C:20]3[CH3:25])[N:13]=2)[CH:9]=1)[C:5]#[N:6].[C:26]([C:28]1[N:33]=[C:32]2[NH:34][CH:35]=[CH:36][C:31]2=[CH:30][CH:29]=1)#[CH:27].C1C=CC(P(C2C=CC=CC=2)C2C=CC=CC=2)=CC=1.C(NCC)C. The catalyst is Cl[Pd](Cl)([P](C1C=CC=CC=1)(C1C=CC=CC=1)C1C=CC=CC=1)[P](C1C=CC=CC=1)(C1C=CC=CC=1)C1C=CC=CC=1.[Cu]I.C(OCC)C.CN(C=O)C. The product is [NH:34]1[C:32]2=[N:33][C:28]([C:26]#[C:27][C:2]3[CH:3]=[C:4]([CH:7]=[C:8]([CH2:10][CH2:11][C:12]4[CH:17]=[C:16]([CH3:18])[CH:15]=[C:14]([N:19]5[C:23]([CH3:24])=[CH:22][CH:21]=[C:20]5[CH3:25])[N:13]=4)[CH:9]=3)[C:5]#[N:6])=[CH:29][CH:30]=[C:31]2[CH:36]=[CH:35]1. The yield is 0.890. (2) The reactants are [CH3:1][O:2][C:3](=[O:12])[CH:4]([C:6]1[CH:11]=[CH:10][CH:9]=[CH:8][CH:7]=1)Br.C(N(CC)CC)C.[NH:20]1[CH2:25][CH2:24][S:23][CH2:22][CH2:21]1. The catalyst is O1CCCC1. The product is [CH3:1][O:2][C:3](=[O:12])[CH:4]([C:6]1[CH:11]=[CH:10][CH:9]=[CH:8][CH:7]=1)[N:20]1[CH2:25][CH2:24][S:23][CH2:22][CH2:21]1. The yield is 0.970. (3) The reactants are [C:1]([C:3]1[CH:4]=[C:5]([C:13]2[O:17][N:16]=[C:15]([C:18]3[CH:26]=[CH:25][CH:24]=[C:23]4[C:19]=3[CH2:20][CH2:21][C@H:22]4[N:27]([CH2:35][CH2:36][OH:37])[C:28](=O)[O:29]C(C)(C)C)[N:14]=2)[CH:6]=[CH:7][C:8]=1[O:9][CH:10]([CH3:12])[CH3:11])#[N:2].[H-].[Na+]. The catalyst is CN(C=O)C.CC(=O)OCC. The product is [CH:10]([O:9][C:8]1[CH:7]=[CH:6][C:5]([C:13]2[O:17][N:16]=[C:15]([C:18]3[CH:26]=[CH:25][CH:24]=[C:23]4[C:19]=3[CH2:20][CH2:21][C@H:22]4[N:27]3[CH2:35][CH2:36][O:37][C:28]3=[O:29])[N:14]=2)=[CH:4][C:3]=1[C:1]#[N:2])([CH3:12])[CH3:11]. The yield is 0.290. (4) The reactants are [Br:1][C:2]1[CH:3]=[C:4]([C:12]([OH:15])([CH3:14])[CH3:13])[CH:5]=[C:6]([C:8]2([CH3:11])[CH2:10][CH2:9]2)[CH:7]=1.[CH:16]1[CH:21]=[CH:20][C:19]([CH2:22]Br)=[CH:18][CH:17]=1.[H-].[Na+]. The catalyst is CN(C=O)C.CC(=O)OCC. The product is [CH2:22]([O:15][C:12]([C:4]1[CH:5]=[C:6]([C:8]2([CH3:11])[CH2:9][CH2:10]2)[CH:7]=[C:2]([Br:1])[CH:3]=1)([CH3:14])[CH3:13])[C:19]1[CH:20]=[CH:21][CH:16]=[CH:17][CH:18]=1. The yield is 0.930. (5) The reactants are C[O:2][C:3]([C:5]1[CH:6]=[C:7]2[C:12](=[CH:13][CH:14]=1)[NH:11][CH:10]([C:15]1[CH:20]=[CH:19][CH:18]=[C:17]([N:21]3[CH2:26][CH2:25][O:24][CH2:23][CH2:22]3)[CH:16]=1)[CH2:9][C:8]12[CH2:30][CH2:29][CH2:28][CH2:27]1)=[O:4].[OH-].[Na+]. The catalyst is O1CCCC1.CO.O. The product is [O:24]1[CH2:25][CH2:26][N:21]([C:17]2[CH:16]=[C:15]([CH:10]3[CH2:9][C:8]4([CH2:30][CH2:29][CH2:28][CH2:27]4)[C:7]4[C:12](=[CH:13][CH:14]=[C:5]([C:3]([OH:4])=[O:2])[CH:6]=4)[NH:11]3)[CH:20]=[CH:19][CH:18]=2)[CH2:22][CH2:23]1. The yield is 0.900.